This data is from Choline transporter screen with 302,306 compounds. The task is: Binary Classification. Given a drug SMILES string, predict its activity (active/inactive) in a high-throughput screening assay against a specified biological target. (1) The compound is S(=O)(=O)(NC(C(CC)C)C(O)=O)c1ccc(cc1)C. The result is 0 (inactive). (2) The result is 0 (inactive). The drug is O1c2cc(CN3C(=O)c4c(/C(C3=O)=C\Nc3nc(ccc3)C)cccc4)ccc2OC1. (3) The molecule is O=c1n2CCCc2nc2c1ccc(c2)C(=O)N(Cc1ccccc1)CCOC. The result is 0 (inactive). (4) The drug is S(c1cc(c2nc3n(c2NC2CCCCC2)cc(cc3)C)ccc1)CCCCCC. The result is 0 (inactive). (5) The molecule is O(C(=O)C(NC(=O)c1nc[nH]c1C(=O)N(CC)CC)Cc1ccccc1)Cc1ccccc1. The result is 0 (inactive). (6) The molecule is Clc1ccc(cc1)C(=N/OC(=O)COc1ccccc1)/N. The result is 0 (inactive).